From a dataset of Reaction yield outcomes from USPTO patents with 853,638 reactions. Predict the reaction yield, written as a fraction of the theoretical maximum amount of product (1.0 means a 100% yield; for example, 0.34 means a 34% yield). (1) The reactants are Br[C:2]1[CH:13]=[CH:12][CH:11]=[CH:10][C:3]=1[O:4][C:5]([CH3:9])([CH3:8])[C:6]#[N:7].[CH3:14][O:15][C:16]1[CH:41]=[CH:40][C:19]([CH2:20][N:21]([C:35]2[S:36][CH:37]=[CH:38][N:39]=2)[S:22]([C:25]2[CH:26]=[CH:27][C:28]3[NH:33][CH2:32][CH2:31][O:30][C:29]=3[CH:34]=2)(=[O:24])=[O:23])=[CH:18][CH:17]=1.CC(C)([O-])C.[Na+].CC1(C)C2C(=C(P(C3C=CC=CC=3)C3C=CC=CC=3)C=CC=2)OC2C(P(C3C=CC=CC=3)C3C=CC=CC=3)=CC=CC1=2.BrC1N=C(N(CC2C=CC(OC)=CC=2)S(C2C=CC3N(C4C=CC(C(F)(F)F)=CC=4Cl)CCOC=3C=2)(=O)=O)SN=1. The catalyst is C1(C)C=CC=CC=1.CCOC(C)=O. The product is [C:6]([C:5]([O:4][C:3]1[CH:10]=[CH:11][CH:12]=[CH:13][C:2]=1[N:33]1[CH2:32][CH2:31][O:30][C:29]2[CH:34]=[C:25]([S:22]([N:21]([CH2:20][C:19]3[CH:40]=[CH:41][C:16]([O:15][CH3:14])=[CH:17][CH:18]=3)[C:35]3[S:36][CH:37]=[CH:38][N:39]=3)(=[O:23])=[O:24])[CH:26]=[CH:27][C:28]1=2)([CH3:9])[CH3:8])#[N:7]. The yield is 0.160. (2) The reactants are [NH:1]1[C:9]2[C:4](=[CH:5][CH:6]=[CH:7][CH:8]=2)[CH2:3][C:2]1=[O:10].[CH3:11][C:12]1[C:16]([CH3:17])=[CH:15][NH:14][C:13]=1[CH:18]=O. The catalyst is N1CCCCC1.C(O)C. The product is [CH3:11][C:12]1[C:16]([CH3:17])=[CH:15][NH:14][C:13]=1[CH:18]=[C:3]1[C:4]2[C:9](=[CH:8][CH:7]=[CH:6][CH:5]=2)[NH:1][C:2]1=[O:10]. The yield is 0.370. (3) The reactants are [C:1]([C:5]1[CH:10]=[CH:9][C:8]([N+:11]([O-])=O)=[CH:7][C:6]=1[S:14]([NH2:17])(=[O:16])=[O:15])([CH3:4])([CH3:3])[CH3:2].O.O.Cl[Sn]Cl.C([O-])(O)=O.[Na+]. The catalyst is CCO.CCOC(C)=O.O. The product is [C:1]([C:5]1[CH:10]=[CH:9][C:8]([NH2:11])=[CH:7][C:6]=1[S:14]([NH2:17])(=[O:15])=[O:16])([CH3:4])([CH3:2])[CH3:3]. The yield is 1.00.